This data is from Reaction yield outcomes from USPTO patents with 853,638 reactions. The task is: Predict the reaction yield, written as a fraction of the theoretical maximum amount of product (1.0 means a 100% yield; for example, 0.34 means a 34% yield). (1) The reactants are CN([CH:9]=[O:10])C1C=CC=CC=1.O=P(Cl)(Cl)Cl.[CH2:16]([O:18][C:19]([C:21]1[NH:22][C:23]2[C:28]([CH:29]=1)=[CH:27][CH:26]=[CH:25][CH:24]=2)=[O:20])[CH3:17].CC([O-])=O.[Na+]. The catalyst is ClCCCl. The product is [CH2:16]([O:18][C:19]([C:21]1[NH:22][C:23]2[C:28]([C:29]=1[CH:9]=[O:10])=[CH:27][CH:26]=[CH:25][CH:24]=2)=[O:20])[CH3:17]. The yield is 0.774. (2) The reactants are [C:1]([Si:5]([CH3:11])([CH3:10])[O:6][CH2:7][C:8]#[CH:9])([CH3:4])([CH3:3])[CH3:2].[Li+].CCC[CH2-].CON(C)[C:20](=[O:27])[C:21]1[CH:26]=[CH:25][CH:24]=[CH:23][CH:22]=1.Cl. The catalyst is C1COCC1. The product is [Si:5]([O:6][CH2:7][C:8]#[C:9][C:20]([C:21]1[CH:26]=[CH:25][CH:24]=[CH:23][CH:22]=1)=[O:27])([C:1]([CH3:3])([CH3:4])[CH3:2])([CH3:10])[CH3:11]. The yield is 0.990. (3) The yield is 0.0500. The reactants are Br[C:2]1[CH:7]=[CH:6][C:5]([F:8])=[CH:4][N:3]=1.[CH2:9]([C:13]1[O:14][C:15]2[CH:21]=[CH:20][CH:19]=[CH:18][C:16]=2[N:17]=1)[CH2:10][C:11]#[CH:12]. No catalyst specified. The product is [F:8][C:5]1[CH:6]=[CH:7][C:2]([C:12]#[C:11][CH2:10][CH2:9][C:13]2[O:14][C:15]3[CH:21]=[CH:20][CH:19]=[CH:18][C:16]=3[N:17]=2)=[N:3][CH:4]=1. (4) The reactants are [F:1][C:2]1[CH:7]=[C:6](I)[CH:5]=[CH:4][C:3]=1[N:9]1[CH:14]=[C:13]([O:15][CH3:16])[C:12](=[O:17])[C:11]([C:18]2[N:22]([C:23]3[CH:28]=[CH:27][CH:26]=[CH:25][CH:24]=3)[N:21]=[CH:20][CH:19]=2)=[N:10]1.[NH:29]1[CH2:33][CH2:32][CH2:31][C:30]1=[O:34].N[C@@H]1CCCC[C@H]1N.[O-]P([O-])([O-])=O.[K+].[K+].[K+]. The catalyst is O1CCOCC1.[Cu]I.O. The product is [F:1][C:2]1[CH:7]=[C:6]([N:29]2[CH2:33][CH2:32][CH2:31][C:30]2=[O:34])[CH:5]=[CH:4][C:3]=1[N:9]1[CH:14]=[C:13]([O:15][CH3:16])[C:12](=[O:17])[C:11]([C:18]2[N:22]([C:23]3[CH:28]=[CH:27][CH:26]=[CH:25][CH:24]=3)[N:21]=[CH:20][CH:19]=2)=[N:10]1. The yield is 0.330.